This data is from Forward reaction prediction with 1.9M reactions from USPTO patents (1976-2016). The task is: Predict the product of the given reaction. (1) Given the reactants [O:1]1[C:5]2[CH:6]=[CH:7][C:8]([C:10](Cl)=[O:11])=[CH:9][C:4]=2[O:3][CH2:2]1.Cl.[CH3:14][O:15][C:16](=[O:23])[C@@H:17]([CH2:19][CH:20]([CH3:22])[CH3:21])[NH2:18], predict the reaction product. The product is: [O:3]1[C:4]2[CH:9]=[C:8]([C:10]([NH:18][C@H:17]([CH2:19][CH:20]([CH3:22])[CH3:21])[C:16]([O:15][CH3:14])=[O:23])=[O:11])[CH:7]=[CH:6][C:5]=2[O:1][CH2:2]1. (2) Given the reactants C(COC)OC.Br[C:8]1[CH:9]=[N:10][C:11]([C:14]([N:16]2[CH2:21][CH2:20][N:19]([S:22]([C:25]3[NH:26][C:27]4[C:32]([CH:33]=3)=[CH:31][C:30]([Cl:34])=[CH:29][CH:28]=4)(=[O:24])=[O:23])[CH2:18][CH2:17]2)=[O:15])=[N:12][CH:13]=1.[N:35]1[CH:40]=[CH:39][C:38](OB(O)O)=[CH:37][CH:36]=1.[F-].[Cs+], predict the reaction product. The product is: [Cl:34][C:30]1[CH:31]=[C:32]2[C:27](=[CH:28][CH:29]=1)[NH:26][C:25]([S:22]([N:19]1[CH2:20][CH2:21][N:16]([C:14]([C:11]3[N:10]=[CH:9][C:8]([C:38]4[CH:39]=[CH:40][N:35]=[CH:36][CH:37]=4)=[CH:13][N:12]=3)=[O:15])[CH2:17][CH2:18]1)(=[O:24])=[O:23])=[CH:33]2. (3) Given the reactants C([O:5][C:6](=O)[NH:7][CH2:8][C:9]1[CH:14]=[CH:13][CH:12]=[CH:11][C:10]=1[CH2:15][NH2:16])(C)(C)C.[CH2:18](N(CC)CC)C.Cl.O1CCOCC1, predict the reaction product. The product is: [NH2:16][CH2:15][C:10]1[CH:11]=[CH:12][CH:13]=[CH:14][C:9]=1[CH2:8][NH:7][C:6](=[O:5])[CH3:18].